From a dataset of Forward reaction prediction with 1.9M reactions from USPTO patents (1976-2016). Predict the product of the given reaction. (1) Given the reactants F[C:2]1[N:7]=[C:6]([C:8]2[NH:17][C:16](=[O:18])[C:15]3[C:10](=[CH:11][C:12]([O:21][CH3:22])=[CH:13][C:14]=3[O:19][CH3:20])[N:9]=2)[CH:5]=[CH:4][CH:3]=1.Cl.Cl.[N:25]1([CH:31]([CH3:34])[CH2:32][OH:33])[CH2:30][CH2:29][NH:28][CH2:27][CH2:26]1.CN(C)C(N(C)C)=N, predict the reaction product. The product is: [OH:33][CH2:32][CH:31]([N:25]1[CH2:30][CH2:29][N:28]([C:2]2[N:7]=[C:6]([C:8]3[NH:17][C:16](=[O:18])[C:15]4[C:10](=[CH:11][C:12]([O:21][CH3:22])=[CH:13][C:14]=4[O:19][CH3:20])[N:9]=3)[CH:5]=[CH:4][CH:3]=2)[CH2:27][CH2:26]1)[CH3:34]. (2) The product is: [Br:6][C:7]1([C:8]([OH:10])=[O:9])[CH2:11][CH:2]2[O:1][CH:5]1[CH:4]=[CH:3]2. Given the reactants [O:1]1[CH:5]=[CH:4][CH:3]=[CH:2]1.[Br:6][C:7](=[CH2:11])[C:8]([OH:10])=[O:9].B.O1CCCC1.O, predict the reaction product. (3) Given the reactants [C:1]([C:3]1[CH:11]=[CH:10][C:6]([C:7]([OH:9])=[O:8])=[CH:5][CH:4]=1)#[N:2].[NH2:12][OH:13].Cl.C([O-])([O-])=O.[K+].[K+].OC1C=CC=C2C=1N=CC=C2, predict the reaction product. The product is: [OH:13][NH:12][C:1]([C:3]1[CH:11]=[CH:10][C:6]([C:7]([OH:9])=[O:8])=[CH:5][CH:4]=1)=[NH:2]. (4) Given the reactants [C:1]1([CH2:7][S:8]([NH2:11])(=[O:10])=[O:9])[CH:6]=[CH:5][CH:4]=[CH:3][CH:2]=1.[Cl:12][C:13]1[C:14]([N:26]2[CH2:31][CH2:30][CH:29]([C:32](O)=[O:33])[CH2:28][CH2:27]2)=[N:15][C:16]([S:24][CH3:25])=[C:17]([C:19]([O:21][CH2:22][CH3:23])=[O:20])[CH:18]=1, predict the reaction product. The product is: [CH2:7]([S:8]([NH:11][C:32]([CH:29]1[CH2:30][CH2:31][N:26]([C:14]2[C:13]([Cl:12])=[CH:18][C:17]([C:19]([O:21][CH2:22][CH3:23])=[O:20])=[C:16]([S:24][CH3:25])[N:15]=2)[CH2:27][CH2:28]1)=[O:33])(=[O:9])=[O:10])[C:1]1[CH:2]=[CH:3][CH:4]=[CH:5][CH:6]=1. (5) Given the reactants [Cl:1][C:2]1[CH:33]=[CH:32][C:5]([CH2:6][NH:7][C:8]([C:10]2[C:11](=[O:31])[C:12]3[CH:19]=[C:18]([CH2:20][O:21][CH2:22][C:23](=O)[C:24]4[CH:29]=[CH:28][CH:27]=[CH:26][CH:25]=4)[S:17][C:13]=3[N:14]([CH3:16])[CH:15]=2)=[O:9])=[CH:4][CH:3]=1.[CH2:34]([NH2:46])[CH2:35][CH2:36][CH2:37][CH2:38][CH2:39][CH2:40][CH2:41][CH2:42][CH2:43][CH2:44][CH3:45].CCOC(C)=O, predict the reaction product. The product is: [Cl:1][C:2]1[CH:3]=[CH:4][C:5]([CH2:6][NH:7][C:8]([C:10]2[C:11](=[O:31])[C:12]3[CH:19]=[C:18]([CH2:20][O:21][CH2:22][CH:23]([NH:46][CH2:34][CH2:35][CH2:36][CH2:37][CH2:38][CH2:39][CH2:40][CH2:41][CH2:42][CH2:43][CH2:44][CH3:45])[C:24]4[CH:29]=[CH:28][CH:27]=[CH:26][CH:25]=4)[S:17][C:13]=3[N:14]([CH3:16])[CH:15]=2)=[O:9])=[CH:32][CH:33]=1. (6) Given the reactants [O:1]1[CH2:6][CH2:5][N:4]([C:7](=[O:25])[CH2:8][NH:9][C:10]2[CH:14]=[C:13]([C:15]3[CH:20]=[CH:19][CH:18]=[CH:17][CH:16]=3)[S:12][C:11]=2[C:21]([O:23][CH3:24])=[O:22])[CH2:3][CH2:2]1.CCN(CC)CC.[CH3:33][C@H:34]1[CH2:39][CH2:38][C@H:37]([C:40](Cl)=[O:41])[CH2:36][CH2:35]1, predict the reaction product. The product is: [CH3:33][C@H:34]1[CH2:39][CH2:38][C@H:37]([C:40]([N:9]([C:10]2[CH:14]=[C:13]([C:15]3[CH:20]=[CH:19][CH:18]=[CH:17][CH:16]=3)[S:12][C:11]=2[C:21]([O:23][CH3:24])=[O:22])[CH2:8][C:7]([N:4]2[CH2:5][CH2:6][O:1][CH2:2][CH2:3]2)=[O:25])=[O:41])[CH2:36][CH2:35]1. (7) Given the reactants Cl[CH2:2][CH2:3][O:4][C:5]1[CH:10]=[CH:9][CH:8]=[CH:7][C:6]=1[C:11]1([NH:14][C:15]2[C:16](=[O:35])[N:17]([C:21]3[CH:22]=[C:23]([CH:30]=[C:31]([F:34])[C:32]=3[CH3:33])[C:24]([NH:26][CH:27]3[CH2:29][CH2:28]3)=[O:25])[CH:18]=[CH:19][N:20]=2)[CH2:13][CH2:12]1.[CH2:36]([CH2:38][NH2:39])[OH:37], predict the reaction product. The product is: [CH:27]1([NH:26][C:24](=[O:25])[C:23]2[CH:22]=[C:21]([N:17]3[CH:18]=[CH:19][N:20]=[C:15]([NH:14][C:11]4([C:6]5[CH:7]=[CH:8][CH:9]=[CH:10][C:5]=5[O:4][CH2:3][CH2:2][NH:39][CH2:38][CH2:36][OH:37])[CH2:13][CH2:12]4)[C:16]3=[O:35])[C:32]([CH3:33])=[C:31]([F:34])[CH:30]=2)[CH2:29][CH2:28]1. (8) The product is: [CH3:15][O:14][C:12](=[O:13])[CH:11]([C:2]1[CH:7]=[C:6]([Cl:8])[CH:5]=[C:4]([Br:9])[CH:3]=1)[C:10]([O:17][CH3:18])=[O:16]. Given the reactants Br[C:2]1[CH:7]=[C:6]([Cl:8])[CH:5]=[C:4]([Br:9])[CH:3]=1.[C:10]([O:17][CH3:18])(=[O:16])[CH2:11][C:12]([O:14][CH3:15])=[O:13].[Br-].[H-].[Na+].[NH4+].[OH-], predict the reaction product.